This data is from Retrosynthesis with 50K atom-mapped reactions and 10 reaction types from USPTO. The task is: Predict the reactants needed to synthesize the given product. Given the product N#Cc1cccc(-c2nc(N)nc3c2nnn3Cc2cccc(C3(O)CCC3)n2)c1, predict the reactants needed to synthesize it. The reactants are: N#Cc1cccc(B(O)O)c1.Nc1nc(Cl)c2nnn(Cc3cccc(C4(O)CCC4)n3)c2n1.